Dataset: Forward reaction prediction with 1.9M reactions from USPTO patents (1976-2016). Task: Predict the product of the given reaction. (1) Given the reactants [F:1][C:2]1[CH:3]=[C:4]([CH:8]=[CH:9][C:10]=1[OH:11])[C:5]([OH:7])=O.[CH2:12]1[C@H:21]2[C@H:16]([CH2:17][CH2:18][C:19]3[CH:25]=[CH:24][CH:23]=[CH:22][C:20]=32)[NH:15][CH2:14][CH2:13]1.F[P-](F)(F)(F)(F)F.N1(OC(N(C)C)=[N+](C)C)C2N=CC=CC=2N=N1, predict the reaction product. The product is: [F:1][C:2]1[CH:3]=[C:4]([C:5]([N:15]2[C@@H:16]3[C@@H:21]([C:20]4[CH:22]=[CH:23][CH:24]=[CH:25][C:19]=4[CH2:18][CH2:17]3)[CH2:12][CH2:13][CH2:14]2)=[O:7])[CH:8]=[CH:9][C:10]=1[OH:11]. (2) Given the reactants [C:1](/[N:3]=[C:4](\SC)/[NH:5][C:6]1[CH:11]=[CH:10][N:9]=[CH:8][CH:7]=1)#[N:2].[CH2:14]([S:21]([C:24]1[CH:29]=[CH:28][C:27]([CH2:30][NH2:31])=[CH:26][CH:25]=1)(=[O:23])=[O:22])[C:15]1[CH:20]=[CH:19][CH:18]=[CH:17][CH:16]=1, predict the reaction product. The product is: [CH2:14]([S:21]([C:24]1[CH:25]=[CH:26][C:27]([CH2:30][NH:31]/[C:4](/[NH:5][C:6]2[CH:7]=[CH:8][N:9]=[CH:10][CH:11]=2)=[N:3]\[C:1]#[N:2])=[CH:28][CH:29]=1)(=[O:23])=[O:22])[C:15]1[CH:16]=[CH:17][CH:18]=[CH:19][CH:20]=1. (3) Given the reactants CC1C=CC(S(O[CH2:12][CH:13]2[CH2:17][C:16]3[CH:18]=[CH:19][CH:20]=[C:21]([C:22]4[CH:27]=[CH:26][CH:25]=[CH:24][C:23]=4[Cl:28])[C:15]=3[O:14]2)(=O)=O)=CC=1.[N-:29]=[N+:30]=[N-:31].[Na+], predict the reaction product. The product is: [N:29]([CH2:12][CH:13]1[CH2:17][C:16]2[CH:18]=[CH:19][CH:20]=[C:21]([C:22]3[CH:27]=[CH:26][CH:25]=[CH:24][C:23]=3[Cl:28])[C:15]=2[O:14]1)=[N+:30]=[N-:31]. (4) The product is: [Cl:30][C:31]1[CH:32]=[CH:33][C:34]([C:37]([C:43]2[CH:44]=[CH:45][C:46]([Cl:49])=[CH:47][CH:48]=2)([CH:38]2[CH:39]=[CH:40][CH:41]=[CH:42]2)[C:7]2([CH3:50])[C:6]3[C:5]([CH3:23])([CH:12]4[CH2:13][CH2:14][CH:15]=[CH:16][C:11]4=[C:10]4[C:18]=3[CH2:17][C:19]3[CH:20]=[CH:21][CH:22]=[CH:8][C:9]4=3)[C:4]([CH3:26])([CH3:25])[C:3]([CH3:28])([CH3:27])[C:2]2([CH3:1])[CH3:29])=[CH:35][CH:36]=1. Given the reactants [CH3:1][C:2]1([CH3:29])[CH:7]2[CH:8]3[CH2:22][CH2:21][CH:20]=[CH:19][C:9]3=[C:10]3[C:18]([CH2:17][C:16]4[CH:15]=[CH:14][CH:13]=[CH:12][C:11]3=4)=[C:6]2[C:5](C)([CH3:23])[C:4]([CH3:26])([CH3:25])[C:3]1([CH3:28])[CH3:27].[Cl:30][C:31]1[CH:36]=[CH:35][C:34]([C:37]([C:43]2[CH:48]=[CH:47][C:46]([Cl:49])=[CH:45][CH:44]=2)=[C:38]2[CH:42]=[CH:41][CH:40]=[CH:39]2)=[CH:33][CH:32]=1.[CH3:50]CCCCC.C([Li])CCC.CN1CCN(C)C1=O, predict the reaction product. (5) Given the reactants Cl.[CH3:2][C:3]1[O:7][N:6]=[CH:5][C:4]=1[NH2:8].[C:9]1(=O)[CH2:13][CH2:12][CH2:11][CH2:10]1.C([O-])(=O)C.[Na+].[BH3-]C#N.[Na+], predict the reaction product. The product is: [CH:9]1([NH:8][C:4]2[CH:5]=[N:6][O:7][C:3]=2[CH3:2])[CH2:13][CH2:12][CH2:11][CH2:10]1. (6) The product is: [CH:1]([C:3]1[C:4]([CH3:16])=[N:5][N:6]([CH3:15])[C:7]=1[S:8][CH2:9][C:10]([OH:12])=[O:11])=[O:2]. Given the reactants [CH:1]([C:3]1[C:4]([CH3:16])=[N:5][N:6]([CH3:15])[C:7]=1[S:8][CH2:9][C:10]([O:12]CC)=[O:11])=[O:2].[OH-].[Na+].CO.Cl, predict the reaction product.